Dataset: Full USPTO retrosynthesis dataset with 1.9M reactions from patents (1976-2016). Task: Predict the reactants needed to synthesize the given product. (1) Given the product [NH2:35][C:20]([C:19]1[CH:23]=[CH:24][C:25]([O:26][C:27]2[CH:32]=[C:31]([CH3:33])[CH:30]=[C:29]([CH3:34])[CH:28]=2)=[C:17]([S:14]([N:11]2[CH2:10][CH2:9][N:8]([C:6]([O:5][C:1]([CH3:2])([CH3:3])[CH3:4])=[O:7])[CH2:13][CH2:12]2)(=[O:15])=[O:16])[CH:18]=1)=[O:22], predict the reactants needed to synthesize it. The reactants are: [C:1]([O:5][C:6]([N:8]1[CH2:13][CH2:12][N:11]([S:14]([C:17]2[CH:18]=[C:19]([CH:23]=[CH:24][C:25]=2[O:26][C:27]2[CH:32]=[C:31]([CH3:33])[CH:30]=[C:29]([CH3:34])[CH:28]=2)[C:20]([OH:22])=O)(=[O:16])=[O:15])[CH2:10][CH2:9]1)=[O:7])([CH3:4])([CH3:3])[CH3:2].[NH3:35]. (2) Given the product [CH3:22][S:23]([O:11][C:9]1[N:10]=[C:6]([S:5][CH2:4][CH2:3][C:2]([F:1])=[C:12]([F:13])[F:14])[O:7][CH:8]=1)(=[O:25])=[O:24], predict the reactants needed to synthesize it. The reactants are: [F:1][C:2](=[C:12]([F:14])[F:13])[CH2:3][CH2:4][S:5][CH:6]1[NH:10][C:9](=[O:11])[CH2:8][O:7]1.C(N(CC)CC)C.[CH3:22][S:23](Cl)(=[O:25])=[O:24]. (3) Given the product [Br:1][C:2]1[CH:3]=[CH:4][C:5]([F:26])=[C:6]([C@@:8]2([CH3:25])[NH:14][C:13](=[O:24])[CH2:12][CH2:11][O:10][CH2:9]2)[CH:7]=1, predict the reactants needed to synthesize it. The reactants are: [Br:1][C:2]1[CH:3]=[CH:4][C:5]([F:26])=[C:6]([C@@:8]2([CH3:25])[N:14](CC3C=CC(OC)=CC=3)[C:13](=[O:24])[CH2:12][CH2:11][O:10][CH2:9]2)[CH:7]=1.C1(OC)C=CC=CC=1.FC(F)(F)S(O)(=O)=O.C(=O)([O-])O.[Na+]. (4) The reactants are: [Cl:1][C:2]1[CH:7]=[C:6]([Cl:8])[CH:5]=[C:4]([CH3:9])[C:3]=1[OH:10].C(=O)([O-])[O-].[Cs+].[Cs+].[Br:17][C:18]1[CH:19]=[C:20]([C:25]2[C:37]([F:38])=[CH:36][C:28]([C:29]([NH:31][S:32]([CH3:35])(=[O:34])=[O:33])=[O:30])=[C:27]([F:39])[CH:26]=2)[CH:21]=[N:22][C:23]=1F. Given the product [Br:17][C:18]1[CH:19]=[C:20]([C:25]2[C:37]([F:38])=[CH:36][C:28]([C:29]([NH:31][S:32]([CH3:35])(=[O:33])=[O:34])=[O:30])=[C:27]([F:39])[CH:26]=2)[CH:21]=[N:22][C:23]=1[O:10][C:3]1[C:4]([CH3:9])=[CH:5][C:6]([Cl:8])=[CH:7][C:2]=1[Cl:1], predict the reactants needed to synthesize it. (5) Given the product [C:23]([NH:27][C:17](=[O:18])[C:16]1[CH:20]=[CH:21][CH:22]=[C:14]([CH2:13][N:9]2[C:10]3[C:6](=[CH:5][C:4]([N+:1]([O-:3])=[O:2])=[CH:12][CH:11]=3)[CH:7]=[CH:8]2)[CH:15]=1)([CH3:26])([CH3:25])[CH3:24], predict the reactants needed to synthesize it. The reactants are: [N+:1]([C:4]1[CH:5]=[C:6]2[C:10](=[CH:11][CH:12]=1)[N:9]([CH2:13][C:14]1[CH:15]=[C:16]([CH:20]=[CH:21][CH:22]=1)[C:17](O)=[O:18])[CH:8]=[CH:7]2)([O-:3])=[O:2].[C:23]([NH2:27])([CH3:26])([CH3:25])[CH3:24].P(C#N)(OCC)(OCC)=O.C(=O)(O)[O-].[Na+]. (6) Given the product [Cl:1][C:2]1[CH:10]=[CH:9][C:5]([C:6]([N:28]([CH2:29][CH3:30])[CH2:26][CH3:27])=[O:8])=[C:4]([C:11]([F:14])([F:13])[F:12])[CH:3]=1, predict the reactants needed to synthesize it. The reactants are: [Cl:1][C:2]1[CH:10]=[CH:9][C:5]([C:6]([OH:8])=O)=[C:4]([C:11]([F:14])([F:13])[F:12])[CH:3]=1.C(Cl)(=O)C(Cl)=O.CN(C)C=O.[CH2:26]([NH:28][CH2:29][CH3:30])[CH3:27]. (7) Given the product [CH3:1][O:2][C:3]1[CH:4]=[C:5]2[CH:11]=[C:10]([CH3:12])[NH:9][C:6]2=[N:7][CH:8]=1, predict the reactants needed to synthesize it. The reactants are: [CH3:1][O:2][C:3]1[CH:4]=[C:5]2[CH:11]=[C:10]([CH3:12])[N:9](S(C3C=CC(C)=CC=3)(=O)=O)[C:6]2=[N:7][CH:8]=1.[OH-].[Na+]. (8) The reactants are: [CH2:1]([O:4][C:5]1[C:10]([CH3:11])=[CH:9][C:8](Br)=[CH:7][C:6]=1[CH3:13])[CH:2]=[CH2:3].[Li]CCCC.C[O:20][C:21](=O)[O:22]C. Given the product [CH2:1]([O:4][C:5]1[C:10]([CH3:11])=[CH:9][C:8]([C:21]([OH:22])=[O:20])=[CH:7][C:6]=1[CH3:13])[CH:2]=[CH2:3], predict the reactants needed to synthesize it. (9) The reactants are: [CH2:1]([NH:3][C:4]([NH:6][C:7]1[CH:12]=[C:11]([C:13]2[CH:14]=[N:15][C:16]([F:19])=[CH:17][CH:18]=2)[CH:10]=[CH:9][N:8]=1)=[O:5])[CH3:2].[Br:20]NC(=O)CCC(N)=O. Given the product [Br:20][C:10]1[C:11]([C:13]2[CH:14]=[N:15][C:16]([F:19])=[CH:17][CH:18]=2)=[CH:12][C:7]([NH:6][C:4]([NH:3][CH2:1][CH3:2])=[O:5])=[N:8][CH:9]=1, predict the reactants needed to synthesize it.